From a dataset of Full USPTO retrosynthesis dataset with 1.9M reactions from patents (1976-2016). Predict the reactants needed to synthesize the given product. (1) The reactants are: [Cl:1][C:2]1[CH:3]=[N:4][C:5]2[N:6]([N:8]=[C:9]([C:11]([OH:13])=O)[CH:10]=2)[CH:7]=1.[F:14][C:15]1[CH:24]=[C:23]2[C:18]([CH2:19][CH2:20][NH:21][CH:22]2[CH2:25][CH3:26])=[CH:17][CH:16]=1. Given the product [Cl:1][C:2]1[CH:3]=[N:4][C:5]2[N:6]([N:8]=[C:9]([C:11]([N:21]3[CH2:20][CH2:19][C:18]4[C:23](=[CH:24][C:15]([F:14])=[CH:16][CH:17]=4)[CH:22]3[CH2:25][CH3:26])=[O:13])[CH:10]=2)[CH:7]=1, predict the reactants needed to synthesize it. (2) Given the product [Cl:1][C:2]1[C:7]([O:8][CH:25]([CH2:28][CH3:29])[CH2:26][CH3:27])=[CH:6][CH:5]=[C:4]([I:15])[N:3]=1, predict the reactants needed to synthesize it. The reactants are: [Cl:1][C:2]1[C:7]([OH:8])=[CH:6][CH:5]=[CH:4][N:3]=1.C([O-])([O-])=O.[Na+].[Na+].[I:15]I.Cl.C([O-])([O-])=O.[K+].[K+].Br[CH:25]([CH2:28][CH3:29])[CH2:26][CH3:27]. (3) Given the product [CH3:1][C:2]1[CH:11]=[C:10]([N:12]2[CH2:16][CH2:15][CH2:14][CH2:13]2)[C:9]2[C:4](=[CH:5][C:6]([C:17]([NH2:18])=[O:19])=[CH:7][CH:8]=2)[N:3]=1, predict the reactants needed to synthesize it. The reactants are: [CH3:1][C:2]1[CH:11]=[C:10]([N:12]2[CH2:16][CH2:15][CH2:14][CH2:13]2)[C:9]2[C:4](=[CH:5][C:6]([C:17]#[N:18])=[CH:7][CH:8]=2)[N:3]=1.[OH:19]O.[OH-].[Na+]. (4) Given the product [CH3:17][C:11]1([CH3:16])[C:12]2[NH:13][C:14]3[C:6](=[CH:5][CH:4]=[C:3]([C:1]#[N:2])[CH:15]=3)[C:7]=2[C:8](=[O:30])[C:9]2[CH:21]=[CH:20][C:19]([N:31]3[CH2:36][CH2:35][O:34][CH2:33][CH2:32]3)=[CH:18][C:10]1=2, predict the reactants needed to synthesize it. The reactants are: [C:1]([C:3]1[CH:15]=[C:14]2[C:6]([C:7]3[C:8](=[O:30])[C:9]4[CH:21]=[CH:20][C:19](OS(C(F)(F)F)(=O)=O)=[CH:18][C:10]=4[C:11]([CH3:17])([CH3:16])[C:12]=3[NH:13]2)=[CH:5][CH:4]=1)#[N:2].[NH:31]1[CH2:36][CH2:35][O:34][CH2:33][CH2:32]1.